Task: Predict the reaction yield, written as a fraction of the theoretical maximum amount of product (1.0 means a 100% yield; for example, 0.34 means a 34% yield).. Dataset: Reaction yield outcomes from USPTO patents with 853,638 reactions (1) The reactants are C[Al](C)C.[CH:5]1([CH2:8][NH2:9])[CH2:7][CH2:6]1.C[O:11][C:12](=O)[C:13]1[CH:18]=[CH:17][C:16]([O:19][CH2:20][C:21]2[C:22]([C:27]3[CH:32]=[CH:31][CH:30]=[C:29]([F:33])[CH:28]=3)=[N:23][O:24][C:25]=2[CH3:26])=[N:15][CH:14]=1.O. The catalyst is O1CCOCC1. The product is [CH:5]1([CH2:8][NH:9][C:12](=[O:11])[C:13]2[CH:18]=[CH:17][C:16]([O:19][CH2:20][C:21]3[C:22]([C:27]4[CH:32]=[CH:31][CH:30]=[C:29]([F:33])[CH:28]=4)=[N:23][O:24][C:25]=3[CH3:26])=[N:15][CH:14]=2)[CH2:7][CH2:6]1. The yield is 0.680. (2) The reactants are [CH2:1]([N:8]1[C:16]2[C:11](=[N:12][CH:13]=[C:14]([C:17]3[CH:18]=[CH:19][C:20]([O:25][CH3:26])=[C:21]([CH:24]=3)[CH:22]=[O:23])[N:15]=2)[NH:10][C:9]1=[O:27])[C:2]1[CH:7]=[CH:6][CH:5]=[CH:4][CH:3]=1.[BH4-].[Na+]. The catalyst is CO. The product is [CH2:1]([N:8]1[C:16]2=[N:15][C:14]([C:17]3[CH:18]=[CH:19][C:20]([O:25][CH3:26])=[C:21]([CH2:22][OH:23])[CH:24]=3)=[CH:13][N:12]=[C:11]2[NH:10][C:9]1=[O:27])[C:2]1[CH:7]=[CH:6][CH:5]=[CH:4][CH:3]=1. The yield is 0.800. (3) The reactants are [CH3:1][C:2]1[C:7]([O:8][C:9]2[C:10]([C:22]#[N:23])=[N:11][CH:12]=[C:13]([S:15][C:16]3[CH:21]=[CH:20][CH:19]=[CH:18][N:17]=3)[CH:14]=2)=[CH:6][CH:5]=[CH:4][N:3]=1.[OH:24]S(O)(=O)=O. No catalyst specified. The product is [CH3:1][C:2]1[C:7]([O:8][C:9]2[C:10]([C:22]([NH2:23])=[O:24])=[N:11][CH:12]=[C:13]([S:15][C:16]3[CH:21]=[CH:20][CH:19]=[CH:18][N:17]=3)[CH:14]=2)=[CH:6][CH:5]=[CH:4][N:3]=1. The yield is 0.960. (4) The reactants are [Cl:1][C:2]1[N:10]=[CH:9][N:8]=[C:7]2[C:3]=1[N:4]=[CH:5][N:6]2[C@H:11]1[C@@H:15]2[O:16][C:17]([CH3:20])([CH3:19])[O:18][C@@H:14]2[C@@H:13]([CH2:21][OH:22])[O:12]1.N1C=CC=CC=1.[C:29](OC(=O)C)(=[O:31])[CH3:30]. The catalyst is CN(C)C1C=CN=CC=1.C(Cl)Cl. The product is [C:29]([O:22][CH2:21][C@@H:13]1[C@@H:14]2[C@@H:15]([O:16][C:17]([CH3:19])([CH3:20])[O:18]2)[C@H:11]([N:6]2[CH:5]=[N:4][C:3]3[C:7]2=[N:8][CH:9]=[N:10][C:2]=3[Cl:1])[O:12]1)(=[O:31])[CH3:30]. The yield is 0.840. (5) The reactants are [F:1][C:2]1[CH:3]=[C:4]([CH:37]=[CH:38][CH:39]=1)[CH2:5][O:6][C:7]1[CH:12]=[CH:11][C:10]([NH:13][C:14]2[C:23]3[C:18](=[CH:19][CH:20]=[C:21](I)[CH:22]=3)[N:17]=[CH:16][N:15]=2)=[CH:9][C:8]=1[C:25]#[C:26][Si:27]([CH:34]([CH3:36])[CH3:35])([CH:31]([CH3:33])[CH3:32])[CH:28]([CH3:30])[CH3:29].[C:40]([O-:43])([O-])=O.[K+].[K+].[CH2:46](Cl)Cl.CO[CH2:51][CH2:52][O:53][CH3:54]. The catalyst is C(O)C.C1C=CC(P(C2C=CC=CC=2)[C-]2C=CC=C2)=CC=1.C1C=CC(P(C2C=CC=CC=2)[C-]2C=CC=C2)=CC=1.Cl[Pd]Cl.[Fe+2]. The product is [F:1][C:2]1[CH:3]=[C:4]([CH:37]=[CH:38][CH:39]=1)[CH2:5][O:6][C:7]1[CH:12]=[CH:11][C:10]([NH:13][C:14]2[C:23]3[C:18](=[CH:19][CH:20]=[C:21]([C:54]4[O:53][C:52]([CH:40]=[O:43])=[CH:51][CH:46]=4)[CH:22]=3)[N:17]=[CH:16][N:15]=2)=[CH:9][C:8]=1[C:25]#[C:26][Si:27]([CH:34]([CH3:36])[CH3:35])([CH:31]([CH3:33])[CH3:32])[CH:28]([CH3:30])[CH3:29]. The yield is 0.750. (6) The reactants are [F:1][C:2]([F:11])([F:10])[C:3]1[CH:4]=[C:5]([CH:7]=[CH:8][CH:9]=1)[NH2:6].C(N(CC)CC)C.Cl[C:20](=[O:27])[CH2:21][C:22]([O:24][CH2:25][CH3:26])=[O:23]. The catalyst is CC(C)=O. The product is [O:27]=[C:20]([NH:6][C:5]1[CH:7]=[CH:8][CH:9]=[C:3]([C:2]([F:10])([F:11])[F:1])[CH:4]=1)[CH2:21][C:22]([O:24][CH2:25][CH3:26])=[O:23]. The yield is 0.990. (7) The reactants are [C:1]([C:3]1[CH:4]=[C:5]([O:22][C:23]([F:26])([F:25])[F:24])[CH:6]=[C:7]2[C:12]=1[O:11][CH:10]([C:13]([F:16])([F:15])[F:14])[C:9]([C:17]([O:19][CH2:20][CH3:21])=[O:18])=[CH:8]2)#[CH:2]. The catalyst is CCO.[Pd]. The product is [CH2:1]([C:3]1[CH:4]=[C:5]([O:22][C:23]([F:26])([F:24])[F:25])[CH:6]=[C:7]2[C:12]=1[O:11][CH:10]([C:13]([F:16])([F:15])[F:14])[C:9]([C:17]([O:19][CH2:20][CH3:21])=[O:18])=[CH:8]2)[CH3:2]. The yield is 1.00.